This data is from Full USPTO retrosynthesis dataset with 1.9M reactions from patents (1976-2016). The task is: Predict the reactants needed to synthesize the given product. (1) Given the product [C:1]1([N:7]2[C:8]([C:9]([F:12])([F:11])[F:10])=[N:16][N:15]=[N:14]2)[CH:6]=[CH:5][CH:4]=[CH:3][CH:2]=1, predict the reactants needed to synthesize it. The reactants are: [C:1]1([N:7]=[C:8](Cl)[C:9]([F:12])([F:11])[F:10])[CH:6]=[CH:5][CH:4]=[CH:3][CH:2]=1.[N-:14]=[N+:15]=[N-:16].[Na+].Cl.C(N(CC)CC)C. (2) Given the product [Cl:1][C:2]1[C:9]([Cl:10])=[CH:8][CH:7]=[C:6]([N+:11]([O-:13])=[O:12])[C:3]=1[CH:4]=[O:5], predict the reactants needed to synthesize it. The reactants are: [Cl:1][C:2]1[C:9]([Cl:10])=[CH:8][CH:7]=[CH:6][C:3]=1[CH:4]=[O:5].[N+:11]([O-])([OH:13])=[O:12].CC(CC(C1C(O)=CC(O)=C(CC=C(C)C)C=1[O-])=O)C.ClC1C(Cl)=CC([N+]([O-])=O)=CC=1C=O.